Dataset: Full USPTO retrosynthesis dataset with 1.9M reactions from patents (1976-2016). Task: Predict the reactants needed to synthesize the given product. (1) Given the product [CH3:17][N:18]1[CH:22]=[C:21]([C:2]2[CH:3]=[C:4]([NH:11][C:12](=[O:14])[CH3:13])[CH:5]=[C:6]([N+:8]([O-:10])=[O:9])[CH:7]=2)[CH:20]=[N:19]1, predict the reactants needed to synthesize it. The reactants are: Br[C:2]1[CH:3]=[C:4]([NH:11][C:12](=[O:14])[CH3:13])[CH:5]=[C:6]([N+:8]([O-:10])=[O:9])[CH:7]=1.N#N.[CH3:17][N:18]1[CH:22]=[C:21](B2OC(C)(C)C(C)(C)O2)[CH:20]=[N:19]1.C(=O)([O-])[O-].[Na+].[Na+]. (2) The reactants are: [CH3:1][N:2]1[CH2:18][CH2:17][C:5]2[N:6]([CH2:14][CH2:15][NH2:16])[C:7]3[CH:8]=[CH:9][C:10]([CH3:13])=[CH:11][C:12]=3[C:4]=2[CH2:3]1.[CH:19]1([C:24](O)=[O:25])[CH2:23][CH2:22][CH2:21][CH2:20]1.C1(N=C=NC2CCCCC2)CCCCC1. Given the product [CH3:1][N:2]1[CH2:18][CH2:17][C:5]2[N:6]([CH2:14][CH2:15][NH:16][C:24]([CH:19]3[CH2:23][CH2:22][CH2:21][CH2:20]3)=[O:25])[C:7]3[CH:8]=[CH:9][C:10]([CH3:13])=[CH:11][C:12]=3[C:4]=2[CH2:3]1, predict the reactants needed to synthesize it. (3) Given the product [N+:1]([CH2:4][CH:5]1[C:10]2[CH:14]=[CH:13][S:12][C:11]=2[C:7](=[O:9])[CH2:6]1)([O-:3])=[O:2], predict the reactants needed to synthesize it. The reactants are: [N+:1]([CH2:4][CH:5]([C:10]1[CH:14]=[CH:13][S:12][CH:11]=1)[CH2:6][C:7]([OH:9])=O)([O-:3])=[O:2]. (4) Given the product [Cl:1][C:2]1[C:10]2[N:9]=[C:8]([CH:11]3[CH2:13][CH2:12]3)[N:7]([CH2:15][C:16]3[CH:37]=[CH:36][C:19]4/[C:20](=[C:30](/[CH:33]5[CH2:34][CH2:35]5)\[C:31]#[N:32])/[C:21]5[CH:28]=[CH:27][C:26]([F:29])=[CH:25][C:22]=5[O:23][CH2:24][C:18]=4[CH:17]=3)[C:6]=2[CH:5]=[CH:4][CH:3]=1, predict the reactants needed to synthesize it. The reactants are: [Cl:1][C:2]1[C:10]2[N:9]=[C:8]([CH:11]3[CH2:13][CH2:12]3)[NH:7][C:6]=2[CH:5]=[CH:4][CH:3]=1.Br[CH2:15][C:16]1[CH:37]=[CH:36][C:19]2/[C:20](=[C:30](/[CH:33]3[CH2:35][CH2:34]3)\[C:31]#[N:32])/[C:21]3[CH:28]=[CH:27][C:26]([F:29])=[CH:25][C:22]=3[O:23][CH2:24][C:18]=2[CH:17]=1. (5) Given the product [NH2:19][C:3]1[CH:4]=[C:5]([S:8]([N:11]([CH3:18])[C:12]2[CH:17]=[CH:16][CH:15]=[CH:14][CH:13]=2)(=[O:9])=[O:10])[CH:6]=[CH:7][C:2]=1[Cl:1], predict the reactants needed to synthesize it. The reactants are: [Cl:1][C:2]1[CH:7]=[CH:6][C:5]([S:8]([N:11]([CH3:18])[C:12]2[CH:17]=[CH:16][CH:15]=[CH:14][CH:13]=2)(=[O:10])=[O:9])=[CH:4][C:3]=1[N+:19]([O-])=O.CO.[BH4-].[Na+].C(=O)(O)[O-].[Na+].